From a dataset of NCI-60 drug combinations with 297,098 pairs across 59 cell lines. Regression. Given two drug SMILES strings and cell line genomic features, predict the synergy score measuring deviation from expected non-interaction effect. (1) Drug 1: CCCS(=O)(=O)NC1=C(C(=C(C=C1)F)C(=O)C2=CNC3=C2C=C(C=N3)C4=CC=C(C=C4)Cl)F. Drug 2: CNC(=O)C1=NC=CC(=C1)OC2=CC=C(C=C2)NC(=O)NC3=CC(=C(C=C3)Cl)C(F)(F)F. Cell line: UACC-257. Synergy scores: CSS=59.2, Synergy_ZIP=3.06, Synergy_Bliss=2.72, Synergy_Loewe=-1.36, Synergy_HSA=4.38. (2) Drug 1: C1=CC=C(C=C1)NC(=O)CCCCCCC(=O)NO. Drug 2: C(CCl)NC(=O)N(CCCl)N=O. Cell line: IGROV1. Synergy scores: CSS=5.74, Synergy_ZIP=2.01, Synergy_Bliss=4.11, Synergy_Loewe=1.75, Synergy_HSA=1.88. (3) Cell line: KM12. Drug 2: C1CN(CCN1C(=O)CCBr)C(=O)CCBr. Drug 1: CC1=C(C(=CC=C1)Cl)NC(=O)C2=CN=C(S2)NC3=CC(=NC(=N3)C)N4CCN(CC4)CCO. Synergy scores: CSS=18.3, Synergy_ZIP=-4.81, Synergy_Bliss=-4.57, Synergy_Loewe=-0.673, Synergy_HSA=-2.21. (4) Drug 1: COC1=C(C=C2C(=C1)N=CN=C2NC3=CC(=C(C=C3)F)Cl)OCCCN4CCOCC4. Drug 2: CCC1(C2=C(COC1=O)C(=O)N3CC4=CC5=C(C=CC(=C5CN(C)C)O)N=C4C3=C2)O.Cl. Cell line: U251. Synergy scores: CSS=49.3, Synergy_ZIP=-1.18, Synergy_Bliss=3.25, Synergy_Loewe=5.12, Synergy_HSA=5.62. (5) Drug 1: CC1=C(C=C(C=C1)NC2=NC=CC(=N2)N(C)C3=CC4=NN(C(=C4C=C3)C)C)S(=O)(=O)N.Cl. Drug 2: C1CCC(CC1)NC(=O)N(CCCl)N=O. Cell line: SF-539. Synergy scores: CSS=30.7, Synergy_ZIP=-4.66, Synergy_Bliss=0.891, Synergy_Loewe=2.17, Synergy_HSA=3.01. (6) Drug 1: C1CC(=O)NC(=O)C1N2CC3=C(C2=O)C=CC=C3N. Cell line: RPMI-8226. Drug 2: COC1=C2C(=CC3=C1OC=C3)C=CC(=O)O2. Synergy scores: CSS=6.82, Synergy_ZIP=3.54, Synergy_Bliss=3.38, Synergy_Loewe=1.43, Synergy_HSA=1.70.